The task is: Predict the reaction yield, written as a fraction of the theoretical maximum amount of product (1.0 means a 100% yield; for example, 0.34 means a 34% yield).. This data is from Reaction yield outcomes from USPTO patents with 853,638 reactions. (1) The reactants are [Si:1]([O:8][C@H:9]1[C:14](=[CH2:15])[C@H:13]([CH2:16][O:17][Si:18]([C:21]([CH3:24])([CH3:23])[CH3:22])([CH3:20])[CH3:19])[CH2:12]/[C:11](=[CH:25]\[C:26](OCC)=[O:27])/[CH2:10]1)([C:4]([CH3:7])([CH3:6])[CH3:5])([CH3:3])[CH3:2].ClCCl.[H-].C([Al+]CC(C)C)C(C)C. The catalyst is C1(C)C=CC=CC=1. The product is [Si:1]([O:8][C@H:9]1[C:14](=[CH2:15])[C@H:13]([CH2:16][O:17][Si:18]([C:21]([CH3:24])([CH3:23])[CH3:22])([CH3:19])[CH3:20])[CH2:12]/[C:11](=[CH:25]\[CH2:26][OH:27])/[CH2:10]1)([C:4]([CH3:6])([CH3:5])[CH3:7])([CH3:3])[CH3:2]. The yield is 0.550. (2) The reactants are C([O:8][C:9]1[CH:17]=[CH:16][CH:15]=[C:14]2[C:10]=1[C:11]([CH2:18][CH:19]([NH:24][S:25]([C:28]1[C:33]([CH3:34])=[CH:32][C:31]([CH3:35])=[CH:30][C:29]=1[CH3:36])(=[O:27])=[O:26])[C:20]([F:23])([F:22])[F:21])=[CH:12][NH:13]2)C1C=CC=CC=1.C([O-])=O.[NH4+]. The catalyst is CO.[Pd]. The product is [CH3:34][C:33]1[CH:32]=[C:31]([CH3:35])[CH:30]=[C:29]([CH3:36])[C:28]=1[S:25]([NH:24][CH:19]([CH2:18][C:11]1[C:10]2[C:14](=[CH:15][CH:16]=[CH:17][C:9]=2[OH:8])[NH:13][CH:12]=1)[C:20]([F:23])([F:21])[F:22])(=[O:27])=[O:26]. The yield is 0.450. (3) The reactants are [C:1]([C:5]1[CH:6]=[C:7]([CH2:17][OH:18])[N:8]([C:10]2[CH:15]=[CH:14][C:13]([CH3:16])=[CH:12][CH:11]=2)[N:9]=1)([CH3:4])([CH3:3])[CH3:2].C(Cl)Cl.CC(OI1(OC(C)=O)(OC(C)=O)OC(=O)C2C=CC=CC1=2)=O. The catalyst is O. The product is [C:1]([C:5]1[CH:6]=[C:7]([CH:17]=[O:18])[N:8]([C:10]2[CH:11]=[CH:12][C:13]([CH3:16])=[CH:14][CH:15]=2)[N:9]=1)([CH3:4])([CH3:2])[CH3:3]. The yield is 0.970. (4) The reactants are [C:1]([C:4]1[C:9]2[C:10]([CH3:39])=[C:11]([C:13]([NH:15][C:16]3[CH:21]=[CH:20][C:19]([C:22]4[CH:27]=[CH:26][C:25]([S:28]([NH:31][C@H:32]([C:36]([OH:38])=[O:37])[CH:33]([CH3:35])[CH3:34])(=[O:30])=[O:29])=[CH:24][CH:23]=4)=[CH:18][CH:17]=3)=[O:14])[O:12][C:8]=2[CH:7]=[CH:6][CH:5]=1)(=[O:3])[CH3:2].C(C1C2C(C)=C(C(NC3C=CC(C4C=CC(S(N[C@H](C(OC)=O)C(C)C)(=O)=O)=CC=4)=CC=3)=O)OC=2C=CC=1)(=O)C.[BH4-].[Na+]. The catalyst is C(O)C. The yield is 0.740. The product is [OH:3][CH:1]([C:4]1[C:9]2[C:10]([CH3:39])=[C:11]([C:13]([NH:15][C:16]3[CH:17]=[CH:18][C:19]([C:22]4[CH:27]=[CH:26][C:25]([S:28]([NH:31][C@H:32]([C:36]([OH:38])=[O:37])[CH:33]([CH3:34])[CH3:35])(=[O:29])=[O:30])=[CH:24][CH:23]=4)=[CH:20][CH:21]=3)=[O:14])[O:12][C:8]=2[CH:7]=[CH:6][CH:5]=1)[CH3:2].